Dataset: Reaction yield outcomes from USPTO patents with 853,638 reactions. Task: Predict the reaction yield, written as a fraction of the theoretical maximum amount of product (1.0 means a 100% yield; for example, 0.34 means a 34% yield). (1) The reactants are N#N.[CH3:3][O:4][C:5](=[O:30])[C:6]1[CH:11]=[CH:10][C:9]([CH3:12])=[C:8]([NH:13][C:14](=[O:29])[CH:15]=[CH:16][C:17]2[CH:22]=[CH:21][C:20]([O:23]C)=[C:19]([O:25]C)[C:18]=2[O:27]C)[CH:7]=1.B(Br)(Br)Br.O. The catalyst is C(Cl)Cl.CO. The product is [CH3:12][C:9]1[CH:10]=[CH:11][C:6]([C:5]([OH:30])=[O:4])=[CH:7][C:8]=1[NH:13][C:14](=[O:29])[CH:15]=[CH:16][C:17]1[CH:22]=[CH:21][C:20]([OH:23])=[C:19]([OH:25])[C:18]=1[OH:27].[CH3:3][O:4][C:5](=[O:30])[C:6]1[CH:11]=[CH:10][C:9]([CH3:12])=[C:8]([NH:13][C:14](=[O:29])[CH:15]=[CH:16][C:17]2[CH:22]=[CH:21][C:20]([OH:23])=[C:19]([OH:25])[C:18]=2[OH:27])[CH:7]=1. The yield is 0.190. (2) The reactants are [I:1][C:2]1[C:10]2[C:5](=[N:6][CH:7]=[N:8][C:9]=2[NH2:11])[NH:4][N:3]=1.CC(C)([O-])C.[K+].Br[CH2:19][C:20]1[N:21]([CH:32]([CH3:34])[CH3:33])[C:22](=[O:31])[C:23]2[C:28]([CH:29]=1)=[CH:27][CH:26]=[CH:25][C:24]=2[CH3:30]. The catalyst is CN(C=O)C. The product is [NH2:11][C:9]1[N:8]=[CH:7][N:6]=[C:5]2[N:4]([CH2:19][C:20]3[N:21]([CH:32]([CH3:34])[CH3:33])[C:22](=[O:31])[C:23]4[C:28]([CH:29]=3)=[CH:27][CH:26]=[CH:25][C:24]=4[CH3:30])[N:3]=[C:2]([I:1])[C:10]=12. The yield is 0.700. (3) The reactants are [F:1][C:2]1[CH:7]=[CH:6][C:5]([CH:8]2[CH:17]([C:18]3[N:22]([CH3:23])[CH:21]=[N:20][N:19]=3)[C:16](=O)[C:15]3[C:14]([C:25]([O:27]CC)=O)=[CH:13][CH:12]=[CH:11][C:10]=3[NH:9]2)=[CH:4][CH:3]=1.O.[NH2:31][NH2:32]. The catalyst is CO. The product is [F:1][C:2]1[CH:3]=[CH:4][C:5]([CH:8]2[NH:9][C:10]3[C:15]4[C:16](=[N:31][NH:32][C:25](=[O:27])[C:14]=4[CH:13]=[CH:12][CH:11]=3)[CH:17]2[C:18]2[N:22]([CH3:23])[CH:21]=[N:20][N:19]=2)=[CH:6][CH:7]=1. The yield is 0.180. (4) The yield is 0.700. The reactants are N#N.[CH:3](O)=[O:4].CC(OC(C)=O)=O.[NH2:13][CH:14]([C:20]#[N:21])[C:15]([O:17][CH2:18][CH3:19])=[O:16]. The catalyst is C1COCC1. The product is [C:20]([CH:14]([NH:13][CH:3]=[O:4])[C:15]([O:17][CH2:18][CH3:19])=[O:16])#[N:21]. (5) The reactants are [CH2:1]([O:3][C:4]1[CH:5]=[C:6]([C:20]2[CH:25]=[CH:24][C:23]([CH2:26][C:27]([OH:29])=O)=[C:22]([F:30])[CH:21]=2)[CH:7]=[N:8][C:9]=1[O:10][CH2:11][C:12]1[CH:17]=[CH:16][C:15]([O:18][CH3:19])=[CH:14][CH:13]=1)[CH3:2].[O:31]1[CH2:36][CH2:35][N:34]([CH2:37][CH2:38][O:39][C:40]2[CH:41]=[C:42]([CH:44]=[C:45]([C:47]([F:50])([F:49])[F:48])[CH:46]=2)[NH2:43])[CH2:33][CH2:32]1.C(P1(=O)OP(CCC)(=O)OP(CCC)(=O)O1)CC. The catalyst is N1C=CC=CC=1.CC(=O)OCC. The product is [CH2:1]([O:3][C:4]1[CH:5]=[C:6]([C:20]2[CH:25]=[CH:24][C:23]([CH2:26][C:27]([NH:43][C:42]3[CH:44]=[C:45]([C:47]([F:49])([F:50])[F:48])[CH:46]=[C:40]([O:39][CH2:38][CH2:37][N:34]4[CH2:33][CH2:32][O:31][CH2:36][CH2:35]4)[CH:41]=3)=[O:29])=[C:22]([F:30])[CH:21]=2)[CH:7]=[N:8][C:9]=1[O:10][CH2:11][C:12]1[CH:17]=[CH:16][C:15]([O:18][CH3:19])=[CH:14][CH:13]=1)[CH3:2]. The yield is 0.645. (6) The reactants are [CH3:1][N:2]1[CH:10]=[C:9]2[C:4]([CH:5]=[C:6]([NH:11][C:12]([C:14]3[CH:19]=[CH:18][CH:17]=[CH:16][C:15]=3[NH:20][CH2:21][C:22]3[CH:27]=[CH:26][N:25]=[C:24]([NH:28][C:29]([N:31]4[CH2:40][CH2:39][C:34]5(OCC[O:35]5)[CH2:33][CH2:32]4)=[O:30])[CH:23]=3)=[O:13])[CH:7]=[CH:8]2)=[N:3]1.Cl.C(=O)([O-])O.[Na+]. The catalyst is CC(C)=O. The product is [CH3:1][N:2]1[CH:10]=[C:9]2[C:4]([CH:5]=[C:6]([NH:11][C:12]([C:14]3[CH:19]=[CH:18][CH:17]=[CH:16][C:15]=3[NH:20][CH2:21][C:22]3[CH:27]=[CH:26][N:25]=[C:24]([NH:28][C:29]([N:31]4[CH2:32][CH2:33][C:34](=[O:35])[CH2:39][CH2:40]4)=[O:30])[CH:23]=3)=[O:13])[CH:7]=[CH:8]2)=[N:3]1. The yield is 0.900.